From a dataset of Forward reaction prediction with 1.9M reactions from USPTO patents (1976-2016). Predict the product of the given reaction. (1) Given the reactants [C:1]([O:5][C:6]([N:8]1[CH2:12][CH2:11][CH2:10][C@H:9]1[CH:13]=O)=[O:7])([CH3:4])([CH3:3])[CH3:2].[CH:15]([NH2:18])([CH3:17])[CH3:16].[BH4-].[Na+].O, predict the reaction product. The product is: [C:1]([O:5][C:6]([N:8]1[CH2:12][CH2:11][CH2:10][C@H:9]1[CH2:13][NH:18][CH:15]([CH3:17])[CH3:16])=[O:7])([CH3:4])([CH3:3])[CH3:2]. (2) Given the reactants C1(COC2C(C3N([CH2:17][C:18]4[CH:23]=[CH:22][C:21](CCC(O)=O)=[CH:20][CH:19]=4)C4C=C(F)C(F)=CC=4N=3)=CC=CN=2)CC1.[F:35][C:36]1[C:61]([F:62])=[CH:60][C:39]2[NH:40][C:41]([C:43]3[CH:59]=[CH:58][CH:57]=[CH:56][C:44]=3[CH2:45][O:46][C:47]3[CH:54]=[CH:53][C:50]([C:51]#[N:52])=[CH:49][C:48]=3[F:55])=[N:42][C:38]=2[CH:37]=1.BrCC1CCCCC1, predict the reaction product. The product is: [CH:18]1([CH2:17][N:42]2[C:38]3[CH:37]=[C:36]([F:35])[C:61]([F:62])=[CH:60][C:39]=3[N:40]=[C:41]2[C:43]2[CH:59]=[CH:58][CH:57]=[CH:56][C:44]=2[CH2:45][O:46][C:47]2[CH:54]=[CH:53][C:50]([C:51]#[N:52])=[CH:49][C:48]=2[F:55])[CH2:23][CH2:22][CH2:21][CH2:20][CH2:19]1. (3) Given the reactants [F:1][C:2]([F:7])([F:6])[CH2:3][CH:4]=O.FC(F)(F)C(O)=O.[NH2:15][C:16]1[C:24]([F:25])=[CH:23][C:22]([F:26])=[CH:21][C:17]=1[C:18]([OH:20])=[O:19].C(O[BH-](OC(=O)C)OC(=O)C)(=O)C.[Na+], predict the reaction product. The product is: [F:25][C:24]1[C:16]([NH:15][CH2:4][CH2:3][C:2]([F:7])([F:6])[F:1])=[C:17]([CH:21]=[C:22]([F:26])[CH:23]=1)[C:18]([OH:20])=[O:19].